From a dataset of Reaction yield outcomes from USPTO patents with 853,638 reactions. Predict the reaction yield, written as a fraction of the theoretical maximum amount of product (1.0 means a 100% yield; for example, 0.34 means a 34% yield). (1) The reactants are [NH2:1][C:2]1[C:7]([N+:8]([O-:10])=[O:9])=[CH:6][CH:5]=[CH:4][C:3]=1[OH:11].[Cl:12]N1C(=O)CCC1=O. The catalyst is C(#N)C. The product is [NH2:1][C:2]1[C:7]([N+:8]([O-:10])=[O:9])=[CH:6][C:5]([Cl:12])=[CH:4][C:3]=1[OH:11]. The yield is 1.00. (2) The reactants are [CH2:1]([C:4]1[CH:9]=[CH:8][CH:7]=[C:6]([C:10]([CH3:13])([CH3:12])[CH3:11])[C:5]=1[OH:14])[CH:2]=[CH2:3].C(=O)([O-])[O-].[K+].[K+].[CH2:21](Br)[C:22]1[CH:27]=[CH:26][CH:25]=[CH:24][CH:23]=1. The catalyst is [I-].C([N+](CCCC)(CCCC)CCCC)CCC. The product is [CH2:1]([C:4]1[CH:9]=[CH:8][CH:7]=[C:6]([C:10]([CH3:13])([CH3:12])[CH3:11])[C:5]=1[O:14][CH2:21][C:22]1[CH:27]=[CH:26][CH:25]=[CH:24][CH:23]=1)[CH:2]=[CH2:3]. The yield is 0.880.